Dataset: Peptide-MHC class II binding affinity with 134,281 pairs from IEDB. Task: Regression. Given a peptide amino acid sequence and an MHC pseudo amino acid sequence, predict their binding affinity value. This is MHC class II binding data. (1) The peptide sequence is EIGWEAGTAAPDEIP. The MHC is DRB1_0802 with pseudo-sequence DRB1_0802. The binding affinity (normalized) is 0.138. (2) The peptide sequence is CYGGHTNEDDSNFAHW. The MHC is DRB1_1501 with pseudo-sequence DRB1_1501. The binding affinity (normalized) is 0. (3) The peptide sequence is STIFPFRRLFMVADV. The MHC is DRB1_1501 with pseudo-sequence DRB1_1501. The binding affinity (normalized) is 0.805. (4) The peptide sequence is VFCSELPDFACSG. The MHC is HLA-DQA10101-DQB10501 with pseudo-sequence HLA-DQA10101-DQB10501. The binding affinity (normalized) is 0.238.